This data is from Full USPTO retrosynthesis dataset with 1.9M reactions from patents (1976-2016). The task is: Predict the reactants needed to synthesize the given product. (1) Given the product [NH2:29][C:11]1[N:12]=[CH:13][C:14]([C:16]2[N:20]([CH2:21][CH3:22])[N:19]=[C:18]([CH:23]3[CH2:28][CH2:27][N:26]([C:33](=[O:32])[C@H:34]([OH:35])[CH2:36][OH:37])[CH2:25][CH2:24]3)[N:17]=2)=[N:15][C:10]=1[C:8]1[O:9][C:5]([C:1]([CH3:2])([CH3:3])[CH3:4])=[N:6][N:7]=1, predict the reactants needed to synthesize it. The reactants are: [C:1]([C:5]1[O:9][C:8]([C:10]2[C:11]([NH2:29])=[N:12][CH:13]=[C:14]([C:16]3[N:20]([CH2:21][CH3:22])[N:19]=[C:18]([CH:23]4[CH2:28][CH2:27][NH:26][CH2:25][CH2:24]4)[N:17]=3)[N:15]=2)=[N:7][N:6]=1)([CH3:4])([CH3:3])[CH3:2].CC1(C)[O:35][C@@H:34]([C:36]([O-])=[O:37])[CH2:33][O:32]1.[K+]. (2) Given the product [NH2:7][C@@H:8]1[CH2:13][CH2:12][C@H:11]([N:14]2[C:19](=[O:20])[C:18]3[CH:21]=[C:22]([F:25])[CH:23]=[N:24][C:17]=3[N:16]([C:26]3[CH:27]=[C:28]([C:32]4[CH:37]=[CH:36][CH:35]=[CH:34][C:33]=4[CH2:38][N:39]4[CH2:44][CH2:43][O:42][CH2:41][CH2:40]4)[CH:29]=[CH:30][CH:31]=3)[C:15]2=[O:45])[CH2:10][CH2:9]1, predict the reactants needed to synthesize it. The reactants are: C(OC(=O)[NH:7][C@H:8]1[CH2:13][CH2:12][C@@H:11]([N:14]2[C:19](=[O:20])[C:18]3[CH:21]=[C:22]([F:25])[CH:23]=[N:24][C:17]=3[N:16]([C:26]3[CH:27]=[C:28]([C:32]4[CH:37]=[CH:36][CH:35]=[CH:34][C:33]=4[CH2:38][N:39]4[CH2:44][CH2:43][O:42][CH2:41][CH2:40]4)[CH:29]=[CH:30][CH:31]=3)[C:15]2=[O:45])[CH2:10][CH2:9]1)(C)(C)C.Cl. (3) Given the product [NH2:19][CH2:18][CH2:17][O:16][C:15]1[C:10]2[B:11]([OH:14])[O:12][CH2:13][C:9]=2[CH:8]=[CH:7][C:6]=1[O:5][CH2:4][C:3]([NH:28][C:29](=[O:41])[C:30]1[CH:31]=[CH:32][C:33]([O:36][C:37]([F:39])([F:38])[F:40])=[CH:34][CH:35]=1)([C:1]#[N:2])[CH3:27].[NH2:2][C:1](=[O:43])[C:3]([NH:28][C:29](=[O:41])[C:30]1[CH:35]=[CH:34][C:33]([O:36][C:37]([F:40])([F:38])[F:39])=[CH:32][CH:31]=1)([CH3:27])[CH2:4][O:5][C:6]1[CH:7]=[CH:8][C:9]2[CH2:13][O:12][B:11]([OH:14])[C:10]=2[C:15]=1[O:16][CH2:17][CH2:18][NH2:19], predict the reactants needed to synthesize it. The reactants are: [C:1]([C:3]([NH:28][C:29](=[O:41])[C:30]1[CH:35]=[CH:34][C:33]([O:36][C:37]([F:40])([F:39])[F:38])=[CH:32][CH:31]=1)([CH3:27])[CH2:4][O:5][C:6]1[CH:7]=[CH:8][C:9]2[CH2:13][O:12][B:11]([OH:14])[C:10]=2[C:15]=1[O:16][CH2:17][CH2:18][NH:19]C(=O)OC(C)(C)C)#[N:2].C(O)(C(F)(F)F)=[O:43]. (4) Given the product [C:1]([O:5][C:6]([N:8]1[CH2:9][CH2:10][CH:11]([C:14]2[CH:19]=[CH:18][CH:17]=[C:16]([NH:20][C:21]([NH:23][C:24]3[C:33]4[C:28](=[C:29]([F:34])[CH:30]=[CH:31][CH:32]=4)[N:27]=[CH:26][CH:25]=3)=[O:22])[N:15]=2)[CH2:12][CH2:13]1)=[O:7])([CH3:4])([CH3:2])[CH3:3], predict the reactants needed to synthesize it. The reactants are: [C:1]([O:5][C:6]([N:8]1[CH2:13][CH:12]=[C:11]([C:14]2[CH:19]=[CH:18][CH:17]=[C:16]([NH:20][C:21]([NH:23][C:24]3[C:33]4[C:28](=[C:29]([F:34])[CH:30]=[CH:31][CH:32]=4)[N:27]=[CH:26][CH:25]=3)=[O:22])[N:15]=2)[CH2:10][CH2:9]1)=[O:7])([CH3:4])([CH3:3])[CH3:2].C(O)(=O)C. (5) Given the product [NH:25]1[CH2:24][CH2:23][CH:22]([NH:21][C:4]2[C:5]3[CH:10]=[CH:9][N:8]([S:11]([C:14]4[CH:20]=[CH:19][C:17]([CH3:18])=[CH:16][CH:15]=4)(=[O:12])=[O:13])[C:6]=3[N:7]=[C:2]([NH:35][C:36]3[CH:44]=[CH:43][C:39]([C:40]([NH2:42])=[O:41])=[CH:38][CH:37]=3)[N:3]=2)[CH2:27][CH2:26]1, predict the reactants needed to synthesize it. The reactants are: Cl[C:2]1[N:3]=[C:4]([NH:21][CH:22]2[CH2:27][CH2:26][N:25](C(OC(C)(C)C)=O)[CH2:24][CH2:23]2)[C:5]2[CH:10]=[CH:9][N:8]([S:11]([C:14]3[CH:20]=[CH:19][C:17]([CH3:18])=[CH:16][CH:15]=3)(=[O:13])=[O:12])[C:6]=2[N:7]=1.[NH2:35][C:36]1[CH:44]=[CH:43][C:39]([C:40]([NH2:42])=[O:41])=[CH:38][CH:37]=1.C[Si](Cl)(C)C. (6) Given the product [Br:30][CH2:9][C:5]1[N:4]([CH2:10][CH2:11][C:12]2[CH:21]=[CH:20][C:15]([C:16]([O:18][CH3:19])=[O:17])=[CH:14][CH:13]=2)[C:3](=[O:22])[C:2]([Cl:1])=[CH:7][C:6]=1[Cl:8], predict the reactants needed to synthesize it. The reactants are: [Cl:1][C:2]1[C:3](=[O:22])[N:4]([CH2:10][CH2:11][C:12]2[CH:21]=[CH:20][C:15]([C:16]([O:18][CH3:19])=[O:17])=[CH:14][CH:13]=2)[C:5]([CH3:9])=[C:6]([Cl:8])[CH:7]=1.C1C(=O)N([Br:30])C(=O)C1.CC(N=NC(C#N)(C)C)(C#N)C.C(=O)([O-])O.[Na+]. (7) Given the product [CH2:1]([O:3][C:4](=[O:26])[CH2:5][C:6]1[CH:11]=[CH:10][C:9]([O:12][CH3:13])=[C:8]([O:14][C:15]2[CH:20]=[CH:19][C:18]([N+:21]([O-:23])=[O:22])=[CH:17][C:16]=2[CH2:24][S:34][C:31]2[CH:32]=[CH:33][C:28]([Cl:27])=[CH:29][CH:30]=2)[CH:7]=1)[CH3:2], predict the reactants needed to synthesize it. The reactants are: [CH2:1]([O:3][C:4](=[O:26])[CH2:5][C:6]1[CH:11]=[CH:10][C:9]([O:12][CH3:13])=[C:8]([O:14][C:15]2[CH:20]=[CH:19][C:18]([N+:21]([O-:23])=[O:22])=[CH:17][C:16]=2[CH2:24]Br)[CH:7]=1)[CH3:2].[Cl:27][C:28]1[CH:33]=[CH:32][C:31]([SH:34])=[CH:30][CH:29]=1. (8) Given the product [C:31]([O:35][C:36](=[O:37])[NH:21][C@@H:10]1[C@@H:11]([C:13]2[CH:18]=[CH:17][C:16]([Cl:19])=[C:15]([Cl:20])[CH:14]=2)[CH2:12][N:8]([CH2:1][C:2]2[CH:3]=[CH:4][CH:5]=[CH:6][CH:7]=2)[CH2:9]1)([CH3:34])([CH3:33])[CH3:32], predict the reactants needed to synthesize it. The reactants are: [CH2:1]([N:8]1[CH2:12][CH:11]([C:13]2[CH:18]=[CH:17][C:16]([Cl:19])=[C:15]([Cl:20])[CH:14]=2)[CH:10]([NH2:21])[CH2:9]1)[C:2]1[CH:7]=[CH:6][CH:5]=[CH:4][CH:3]=1.C(N(CC)C(C)C)(C)C.[C:31]([O:35][C:36](O[C:36]([O:35][C:31]([CH3:34])([CH3:33])[CH3:32])=[O:37])=[O:37])([CH3:34])([CH3:33])[CH3:32]. (9) Given the product [CH2:1]([C:3]1[N:7]([C:8]2[C:16]3[O:15][CH2:14][C@@H:13]([NH:17][C:18]4[CH:30]=[CH:29][C:21]5[C@H:22]([CH2:25][C:26]([O-:28])=[O:27])[CH2:23][O:24][C:20]=5[CH:19]=4)[C:12]=3[CH:11]=[CH:10][CH:9]=2)[C:6]2[CH:31]=[C:32]([F:35])[CH:33]=[CH:34][C:5]=2[N:4]=1)[CH3:2].[Na+:37], predict the reactants needed to synthesize it. The reactants are: [CH2:1]([C:3]1[N:7]([C:8]2[C:16]3[O:15][CH2:14][C@@H:13]([NH:17][C:18]4[CH:30]=[CH:29][C:21]5[C@H:22]([CH2:25][C:26]([OH:28])=[O:27])[CH2:23][O:24][C:20]=5[CH:19]=4)[C:12]=3[CH:11]=[CH:10][CH:9]=2)[C:6]2[CH:31]=[C:32]([F:35])[CH:33]=[CH:34][C:5]=2[N:4]=1)[CH3:2].[OH-].[Na+:37]. (10) Given the product [C:25]([NH:1][C:2]1[N:7]=[C:6]([C:8]([NH:10][CH:11]([C:13]2[CH:14]=[N:15][C:16]([O:19][CH2:20][C:21]([F:23])([F:24])[F:22])=[CH:17][CH:18]=2)[CH3:12])=[O:9])[CH:5]=[CH:4][N:3]=1)(=[O:29])[CH:26]([CH3:28])[CH3:27], predict the reactants needed to synthesize it. The reactants are: [NH2:1][C:2]1[N:7]=[C:6]([C:8]([NH:10][CH:11]([C:13]2[CH:14]=[N:15][C:16]([O:19][CH2:20][C:21]([F:24])([F:23])[F:22])=[CH:17][CH:18]=2)[CH3:12])=[O:9])[CH:5]=[CH:4][N:3]=1.[C:25](Cl)(=[O:29])[CH:26]([CH3:28])[CH3:27].